This data is from Forward reaction prediction with 1.9M reactions from USPTO patents (1976-2016). The task is: Predict the product of the given reaction. (1) Given the reactants [CH2:1]([O:3][C:4]1[CH:13]=[C:12]2[C:7]([C:8]([CH3:16])=[CH:9][C:10]([CH3:15])([CH3:14])[O:11]2)=[CH:6][C:5]=1[C:17]([CH2:25][CH3:26])=[C:18]([F:24])[C:19](OCC)=[O:20])[CH3:2].C(OC1C=C2C(C(C)=CC(C)(C)O2)=CC=1/C(/CC)=C(/F)\C(OCC)=O)C.[H-].C([Al+]CC(C)C)C(C)C, predict the reaction product. The product is: [CH2:1]([O:3][C:4]1[CH:13]=[C:12]2[C:7]([C:8]([CH3:16])=[CH:9][C:10]([CH3:15])([CH3:14])[O:11]2)=[CH:6][C:5]=1/[C:17](/[CH2:25][CH3:26])=[C:18](/[F:24])\[CH2:19][OH:20])[CH3:2]. (2) Given the reactants FC1C=CC=CC=1[NH:8][C:9](=[S:35])[NH:10][C:11]1[CH:16]=[CH:15][C:14]([C:17]2[CH:25]=[C:24]3[C:20]([CH2:21][N:22]([C@@H:27]([CH:32]([CH3:34])[CH3:33])[C:28]([O:30][CH3:31])=[O:29])[C:23]3=[O:26])=[CH:19][CH:18]=2)=[CH:13][CH:12]=1.NC1C=CC(C2C=C3C(CN([C@@H](C(C)C)C(OC)=O)C3=O)=CC=2)=CC=1.[F:61][C:62]1[CH:63]=[C:64](N=C=S)[CH:65]=[CH:66][CH:67]=1, predict the reaction product. The product is: [F:61][C:62]1[CH:67]=[C:66]([NH:8][C:9](=[S:35])[NH:10][C:11]2[CH:12]=[CH:13][C:14]([C:17]3[CH:25]=[C:24]4[C:20]([CH2:21][N:22]([C@@H:27]([CH:32]([CH3:33])[CH3:34])[C:28]([O:30][CH3:31])=[O:29])[C:23]4=[O:26])=[CH:19][CH:18]=3)=[CH:15][CH:16]=2)[CH:65]=[CH:64][CH:63]=1. (3) Given the reactants C(OC(=O)NC[C:9](=[O:29])[NH:10][C:11]1[CH:16]=[C:15]([O:17][C:18]2[CH:23]=[CH:22][C:21]([NH:24][CH3:25])=[C:20]([N+:26]([O-:28])=[O:27])[CH:19]=2)[CH:14]=[CH:13][N:12]=1)(C)(C)C.C(N(CC)CC)C.C1(P(N=[N+]=[N-])(C2C=CC=CC=2)=[O:45])C=CC=CC=1.[C:55]([N:62]1[CH2:65][CH2:64][CH:63]1O)([O:57][C:58]([CH3:61])([CH3:60])[CH3:59])=[O:56], predict the reaction product. The product is: [C:58]([O:57][C:55]([N:62]1[CH2:65][CH:64]([O:45][C:9](=[O:29])[NH:10][C:11]2[CH:16]=[C:15]([O:17][C:18]3[CH:23]=[CH:22][C:21]([NH:24][CH3:25])=[C:20]([N+:26]([O-:28])=[O:27])[CH:19]=3)[CH:14]=[CH:13][N:12]=2)[CH2:63]1)=[O:56])([CH3:61])([CH3:60])[CH3:59]. (4) Given the reactants [NH2:1][C:2](=[O:25])/[CH:3]=[CH:4]/[C:5]1[CH:6]=[C:7]2[C:12](=[C:13]([Cl:15])[CH:14]=1)[O:11][CH:10]([C:16]([F:19])([F:18])[F:17])[C:9]([C:20]([O:22]CC)=[O:21])=[CH:8]2.O.[OH-].[Li+].C(O)C, predict the reaction product. The product is: [NH2:1][C:2](=[O:25])/[CH:3]=[CH:4]/[C:5]1[CH:6]=[C:7]2[C:12](=[C:13]([Cl:15])[CH:14]=1)[O:11][CH:10]([C:16]([F:17])([F:18])[F:19])[C:9]([C:20]([OH:22])=[O:21])=[CH:8]2. (5) Given the reactants [C:1]([O:5][C:6](=[O:20])[NH:7][C:8]1([C:12]2[CH:17]=[CH:16][C:15]([C:18]#N)=[CH:14][CH:13]=2)[CH2:11][CH2:10][CH2:9]1)([CH3:4])([CH3:3])[CH3:2].C([Mg]Cl)(C)C.[CH2:26]([Mg]Cl)[C:27]1[CH:32]=[CH:31][CH:30]=[CH:29][CH:28]=1.C1C[O:38]CC1, predict the reaction product. The product is: [C:27]1([CH2:26][C:18]([C:15]2[CH:16]=[CH:17][C:12]([C:8]3([NH:7][C:6](=[O:20])[O:5][C:1]([CH3:4])([CH3:3])[CH3:2])[CH2:11][CH2:10][CH2:9]3)=[CH:13][CH:14]=2)=[O:38])[CH:32]=[CH:31][CH:30]=[CH:29][CH:28]=1. (6) Given the reactants Cl[C:2]1[CH:3]=[C:4]([CH:8]=[CH:9][CH:10]=1)[C:5](O)=[O:6].CC1C=C(C(F)(C(F)(F)F)C(F)(F)F)C=CC=1[NH2:14].Cl.CN(C)CCCN=C=NCC, predict the reaction product. The product is: [C:5]([NH2:14])(=[O:6])[C:4]1[CH:8]=[CH:9][CH:10]=[CH:2][CH:3]=1. (7) Given the reactants [C:1]1(B(O)O)[CH:6]=[CH:5][CH:4]=[CH:3][CH:2]=1.Br[C:11]1[C:26]([O:27][CH2:28][C:29]2[CH:34]=[CH:33][CH:32]=[CH:31][CH:30]=2)=[CH:25][C:14]([O:15][CH2:16][CH2:17][CH2:18][CH2:19][C:20]([CH3:24])([CH3:23])[C:21]#[N:22])=[C:13]([CH2:35][CH3:36])[CH:12]=1.C(=O)(O)[O-].[Na+], predict the reaction product. The product is: [CH2:35]([C:13]1[CH:12]=[C:11]([C:1]2[CH:6]=[CH:5][CH:4]=[CH:3][CH:2]=2)[C:26]([O:27][CH2:28][C:29]2[CH:34]=[CH:33][CH:32]=[CH:31][CH:30]=2)=[CH:25][C:14]=1[O:15][CH2:16][CH2:17][CH2:18][CH2:19][C:20]([CH3:24])([CH3:23])[C:21]#[N:22])[CH3:36].